This data is from Full USPTO retrosynthesis dataset with 1.9M reactions from patents (1976-2016). The task is: Predict the reactants needed to synthesize the given product. Given the product [CH2:1]([O:2][C:3](=[O:18])[CH2:4][O:5][C:6]1[CH:11]=[CH:10][C:9]([O:12][CH2:13][C:14]2[S:16][C:20]([C:30]3[CH:35]=[CH:34][CH:33]=[CH:32][CH:31]=3)=[C:21]([C:23]3[CH:28]=[CH:27][C:26]([Br:29])=[CH:25][CH:24]=3)[N:15]=2)=[CH:8][C:7]=1[CH3:17])[CH3:36], predict the reactants needed to synthesize it. The reactants are: [CH3:1][O:2][C:3](=[O:18])[CH2:4][O:5][C:6]1[CH:11]=[CH:10][C:9]([O:12][CH2:13][C:14](=[S:16])[NH2:15])=[CH:8][C:7]=1[CH3:17].Br[CH:20]([C:30]1[CH:35]=[CH:34][CH:33]=[CH:32][CH:31]=1)[C:21]([C:23]1[CH:28]=[CH:27][C:26]([Br:29])=[CH:25][CH:24]=1)=O.[CH2:36](O)C.